Dataset: Forward reaction prediction with 1.9M reactions from USPTO patents (1976-2016). Task: Predict the product of the given reaction. (1) Given the reactants O.O.[OH-].[Li+].C[O:6][C:7](=[O:21])[CH2:8][C:9]1[CH:10]=[C:11]([C:15]2[CH:20]=[CH:19][CH:18]=[CH:17][CH:16]=2)[CH:12]=[CH:13][CH:14]=1, predict the reaction product. The product is: [C:11]1([C:15]2[CH:20]=[CH:19][CH:18]=[CH:17][CH:16]=2)[CH:12]=[CH:13][CH:14]=[C:9]([CH2:8][C:7]([OH:21])=[O:6])[CH:10]=1. (2) Given the reactants CO[C:3]([CH:5]1[CH2:11][CH2:10][O:9][C:8]2[CH:12]=[C:13]([Cl:17])[C:14]([Cl:16])=[CH:15][C:7]=2[C:6]1=[O:18])=[O:4].[NH2:19][C:20]1[CH:25]=[CH:24][CH:23]=[CH:22][N:21]=1, predict the reaction product. The product is: [N:21]1[CH:22]=[CH:23][CH:24]=[CH:25][C:20]=1[NH:19][C:3]([CH:5]1[CH2:11][CH2:10][O:9][C:8]2[CH:12]=[C:13]([Cl:17])[C:14]([Cl:16])=[CH:15][C:7]=2[C:6]1=[O:18])=[O:4].